Dataset: Forward reaction prediction with 1.9M reactions from USPTO patents (1976-2016). Task: Predict the product of the given reaction. (1) Given the reactants FC(F)(F)C([NH:5][C:6]1[CH:11]=[C:10]([CH:12]([CH3:14])[CH3:13])[CH:9]=[CH:8][C:7]=1[N+:15]([O-:17])=[O:16])=O.C(=O)([O-])[O-].[K+].[K+], predict the reaction product. The product is: [CH:12]([C:10]1[CH:9]=[CH:8][C:7]([N+:15]([O-:17])=[O:16])=[C:6]([NH2:5])[CH:11]=1)([CH3:14])[CH3:13]. (2) Given the reactants [CH3:1][O:2][C:3]1[CH:7]=[C:6]([C:8]([OH:10])=O)[O:5][N:4]=1.[NH2:11][C@H:12]([CH2:23][C:24]1[CH:29]=[CH:28][C:27]([C:30]2[CH:35]=[CH:34][CH:33]=[C:32]([Cl:36])[CH:31]=2)=[CH:26][CH:25]=1)[CH2:13][C@:14]([CH2:19][O:20][CH2:21][CH3:22])([CH3:18])[C:15]([OH:17])=[O:16], predict the reaction product. The product is: [Cl:36][C:32]1[CH:31]=[C:30]([C:27]2[CH:26]=[CH:25][C:24]([CH2:23][C@@H:12]([NH:11][C:8]([C:6]3[O:5][N:4]=[C:3]([O:2][CH3:1])[CH:7]=3)=[O:10])[CH2:13][C@:14]([CH2:19][O:20][CH2:21][CH3:22])([CH3:18])[C:15]([OH:17])=[O:16])=[CH:29][CH:28]=2)[CH:35]=[CH:34][CH:33]=1. (3) The product is: [Br:30][CH2:2][C:1]([C:4]1[N:5]=[C:6]([NH:19][C:20](=[O:29])[C:21]2[C:26]([F:27])=[CH:25][CH:24]=[CH:23][C:22]=2[F:28])[S:7][C:8]=1[C:9]1[CH:14]=[CH:13][CH:12]=[C:11]([C:15]([F:16])([F:17])[F:18])[CH:10]=1)=[O:3]. Given the reactants [C:1]([C:4]1[N:5]=[C:6]([NH:19][C:20](=[O:29])[C:21]2[C:26]([F:27])=[CH:25][CH:24]=[CH:23][C:22]=2[F:28])[S:7][C:8]=1[C:9]1[CH:14]=[CH:13][CH:12]=[C:11]([C:15]([F:18])([F:17])[F:16])[CH:10]=1)(=[O:3])[CH3:2].[Br-:30].[Br-].[Br-].C1([N+](C)(C)C)C=CC=CC=1.C1([N+](C)(C)C)C=CC=CC=1.C1([N+](C)(C)C)C=CC=CC=1, predict the reaction product. (4) Given the reactants C(OC[C:6]1[CH:11]=[CH:10][C:9]([C:12]#[N:13])=[CH:8][C:7]=1[B:14]1[O:18]C(C)(C)[C:16](C)(C)[O:15]1)(=O)C.[OH-].[Na+], predict the reaction product. The product is: [OH:18][B:14]1[C:7]2[CH:8]=[C:9]([C:12]#[N:13])[CH:10]=[CH:11][C:6]=2[CH2:16][O:15]1.